This data is from NCI-60 drug combinations with 297,098 pairs across 59 cell lines. The task is: Regression. Given two drug SMILES strings and cell line genomic features, predict the synergy score measuring deviation from expected non-interaction effect. Drug 1: C1CC(C1)(C(=O)O)C(=O)O.[NH2-].[NH2-].[Pt+2]. Drug 2: CN(C(=O)NC(C=O)C(C(C(CO)O)O)O)N=O. Cell line: SN12C. Synergy scores: CSS=1.63, Synergy_ZIP=-1.66, Synergy_Bliss=-1.90, Synergy_Loewe=-6.41, Synergy_HSA=-4.68.